Dataset: Forward reaction prediction with 1.9M reactions from USPTO patents (1976-2016). Task: Predict the product of the given reaction. (1) The product is: [ClH:26].[CH:1]1([C:7]2[S:25][C:10]3[N:11]=[C:12]([CH3:24])[N:13]=[C:14]([CH2:15][N:16]4[CH2:21][CH2:20][O:19][C:18]([CH3:22])([CH3:23])[CH2:17]4)[C:9]=3[CH:8]=2)[CH2:2][CH2:3][CH2:4][CH2:5][CH2:6]1. Given the reactants [CH:1]1([C:7]2[S:25][C:10]3[N:11]=[C:12]([CH3:24])[N:13]=[C:14]([CH2:15][N:16]4[CH2:21][CH2:20][O:19][C:18]([CH3:23])([CH3:22])[CH2:17]4)[C:9]=3[CH:8]=2)[CH2:6][CH2:5][CH2:4][CH2:3][CH2:2]1.[ClH:26].CCOC(C)=O, predict the reaction product. (2) Given the reactants [CH3:1][O:2][C:3](=[O:26])[C:4]1[CH:9]=[CH:8][C:7]([C:10]2[N:14]([C:15]3[CH:20]=[CH:19][C:18]([OH:21])=[CH:17][CH:16]=3)[C:13]3[CH:22]=[CH:23][CH:24]=[CH:25][C:12]=3[N:11]=2)=[CH:6][CH:5]=1.C(=O)([O-])[O-].[K+].[K+].[I-].[K+].[CH2:35](Br)[C:36]1[CH:41]=[CH:40][CH:39]=[CH:38][CH:37]=1, predict the reaction product. The product is: [CH3:1][O:2][C:3](=[O:26])[C:4]1[CH:5]=[CH:6][C:7]([C:10]2[N:14]([C:15]3[CH:20]=[CH:19][C:18]([O:21][CH2:35][C:36]4[CH:41]=[CH:40][CH:39]=[CH:38][CH:37]=4)=[CH:17][CH:16]=3)[C:13]3[CH:22]=[CH:23][CH:24]=[CH:25][C:12]=3[N:11]=2)=[CH:8][CH:9]=1.